This data is from Peptide-MHC class II binding affinity with 134,281 pairs from IEDB. The task is: Regression. Given a peptide amino acid sequence and an MHC pseudo amino acid sequence, predict their binding affinity value. This is MHC class II binding data. (1) The peptide sequence is GELQIVDKIDMAFKI. The MHC is DRB5_0101 with pseudo-sequence DRB5_0101. The binding affinity (normalized) is 0.433. (2) The peptide sequence is YLVGSNMTQRVVIALKK. The MHC is HLA-DQA10201-DQB10301 with pseudo-sequence HLA-DQA10201-DQB10301. The binding affinity (normalized) is 0.703. (3) The peptide sequence is ATEVVRRLTATAHRG. The MHC is HLA-DPA10201-DPB10501 with pseudo-sequence HLA-DPA10201-DPB10501. The binding affinity (normalized) is 0.243.